From a dataset of Full USPTO retrosynthesis dataset with 1.9M reactions from patents (1976-2016). Predict the reactants needed to synthesize the given product. (1) Given the product [C:33]([S:36][CH2:37][CH2:38][NH:39][C:40](=[O:83])[CH2:41][CH2:42][NH:43][C:44](=[O:82])[C@H:45]([OH:81])[C:46]([CH3:79])([CH3:80])[CH2:47][O:48][P:49]([OH:78])(=[O:77])[O:50][P:51]([OH:76])(=[O:75])[O:52][CH2:53][C@H:54]1[O:58][C@@H:57]([N:59]2[C:68]3[N:67]=[CH:66][N:65]=[C:63]([NH2:64])[C:62]=3[N:61]=[CH:60]2)[C@H:56]([OH:69])[C@@H:55]1[O:70][P:71]([OH:74])([OH:73])=[O:72])(=[O:35])[CH2:34][C:5]([CH3:6])=[O:4], predict the reactants needed to synthesize it. The reactants are: P([O:4][C@@:5](CCO)(C)[CH2:6]C([O-])=O)(=O)=O.CC(C)=CCC/C(/C)=C/COP(OP(O)(O)=O)(O)=O.[C:33]([S:36][CH2:37][CH2:38][NH:39][C:40](=[O:83])[CH2:41][CH2:42][NH:43][C:44](=[O:82])[C@H:45]([OH:81])[C:46]([CH3:80])([CH3:79])[CH2:47][O:48][P:49]([OH:78])(=[O:77])[O:50][P:51]([OH:76])(=[O:75])[O:52][CH2:53][C@H:54]1[O:58][C@@H:57]([N:59]2[C:68]3[N:67]=[CH:66][N:65]=[C:63]([NH2:64])[C:62]=3[N:61]=[CH:60]2)[C@H:56]([OH:69])[C@@H:55]1[O:70][P:71]([OH:74])([OH:73])=[O:72])(=[O:35])[CH3:34]. (2) Given the product [Cl:5][C:6]1[N:14]=[C:13]2[C:9]([N:10]([CH2:2][C:3]#[N:4])[C:11](=[O:20])[N:12]2[CH:15]2[CH2:19][CH2:18][CH2:17][CH2:16]2)=[CH:8][N:7]=1, predict the reactants needed to synthesize it. The reactants are: Br[CH2:2][C:3]#[N:4].[Cl:5][C:6]1[N:14]=[C:13]2[C:9]([NH:10][C:11](=[O:20])[N:12]2[CH:15]2[CH2:19][CH2:18][CH2:17][CH2:16]2)=[CH:8][N:7]=1.[H-].[Na+].CCCC(C)C. (3) The reactants are: C[Si](C)(C)N[Si](C)(C)C.[Li].[CH3:11][C:12]([C:14]1[CH:15]=[CH:16][C:17]([OH:21])=[CH:18][C:19]=1[OH:20])=[O:13].C([O:24][C:25](=O)[C:26]1[CH:31]=[C:30]([O:32][CH2:33][C:34]2[CH:39]=[CH:38][CH:37]=[CH:36][CH:35]=2)[CH:29]=[C:28]([O:40][CH2:41][C:42]2[CH:47]=[CH:46][CH:45]=[CH:44][CH:43]=2)[CH:27]=1)C.Cl. Given the product [CH2:41]([O:40][C:28]1[CH:27]=[C:26]([C:25](=[O:24])[CH2:11][C:12]([C:14]2[CH:15]=[CH:16][C:17]([OH:21])=[CH:18][C:19]=2[OH:20])=[O:13])[CH:31]=[C:30]([O:32][CH2:33][C:34]2[CH:35]=[CH:36][CH:37]=[CH:38][CH:39]=2)[CH:29]=1)[C:42]1[CH:43]=[CH:44][CH:45]=[CH:46][CH:47]=1, predict the reactants needed to synthesize it. (4) Given the product [CH3:7][C:8]1[CH:9]=[C:10]([C:11]2[O:13][N:26]=[C:25]([C:27]3[CH:32]=[CH:31][CH:30]=[CH:29][C:28]=3[O:33][C:34]([F:35])([F:36])[F:37])[N:24]=2)[CH:14]=[CH:15][C:16]=1[N:17]1[CH2:22][CH2:21][CH2:20][CH2:19][CH2:18]1, predict the reactants needed to synthesize it. The reactants are: C(Cl)(=O)C(Cl)=O.[CH3:7][C:8]1[CH:9]=[C:10]([CH:14]=[CH:15][C:16]=1[N:17]1[CH2:22][CH2:21][CH2:20][CH2:19][CH2:18]1)[C:11]([OH:13])=O.O[N:24]=[C:25]([C:27]1[CH:32]=[CH:31][CH:30]=[CH:29][C:28]=1[O:33][C:34]([F:37])([F:36])[F:35])[NH2:26].CCN(C(C)C)C(C)C. (5) The reactants are: [Br:1][C:2]1[CH:3]=[CH:4][C:5]([F:11])=[C:6]([CH:10]=1)[C:7]([OH:9])=O.Cl.Cl.[CH3:14][O:15][C:16]1[CH:17]=[C:18]([NH2:23])[C:19]([NH2:22])=[CH:20][CH:21]=1.CN(C(ON1N=NC2C=CC=NC1=2)=[N+](C)C)C.F[P-](F)(F)(F)(F)F.O. Given the product [NH2:22][C:19]1[CH:20]=[CH:21][C:16]([O:15][CH3:14])=[CH:17][C:18]=1[NH:23][C:7](=[O:9])[C:6]1[CH:10]=[C:2]([Br:1])[CH:3]=[CH:4][C:5]=1[F:11], predict the reactants needed to synthesize it.